From a dataset of Forward reaction prediction with 1.9M reactions from USPTO patents (1976-2016). Predict the product of the given reaction. (1) Given the reactants C(OC([C:6]1[C:11](=[O:12])[NH:10][C:9]2[N:13]([C:16]3[CH:21]=[CH:20][CH:19]=[CH:18][CH:17]=3)[N:14]=[CH:15][C:8]=2[C:7]=1[NH2:22])=O)C, predict the reaction product. The product is: [NH2:22][C:7]1[C:8]2[CH:15]=[N:14][N:13]([C:16]3[CH:17]=[CH:18][CH:19]=[CH:20][CH:21]=3)[C:9]=2[NH:10][C:11](=[O:12])[CH:6]=1. (2) Given the reactants [Cl:1][C:2]1[CH:7]=[CH:6][C:5]([C:8]2([CH3:41])[C:12]([C:14]3[CH:19]=[CH:18][C:17]([Cl:20])=[CH:16][CH:15]=3)([CH3:13])[N:11]([C:21](Cl)=[O:22])[C:10]([C:24]3[CH:29]=[CH:28][C:27]([S:30]([N:33]4[CH2:37][CH2:36][CH2:35][CH2:34]4)(=[O:32])=[O:31])=[CH:26][C:25]=3[O:38][CH2:39][CH3:40])=[N:9]2)=[CH:4][CH:3]=1.Cl.Cl.[N:44]1([CH2:50][C:51]([NH2:53])=[O:52])[CH2:49][CH2:48][NH:47][CH2:46][CH2:45]1, predict the reaction product. The product is: [Cl:1][C:2]1[CH:3]=[CH:4][C:5]([C@@:8]2([CH3:41])[C@:12]([C:14]3[CH:19]=[CH:18][C:17]([Cl:20])=[CH:16][CH:15]=3)([CH3:13])[N:11]([C:21]([N:47]3[CH2:48][CH2:49][N:44]([CH2:50][C:51]([NH2:53])=[O:52])[CH2:45][CH2:46]3)=[O:22])[C:10]([C:24]3[CH:29]=[CH:28][C:27]([S:30]([N:33]4[CH2:34][CH2:35][CH2:36][CH2:37]4)(=[O:31])=[O:32])=[CH:26][C:25]=3[O:38][CH2:39][CH3:40])=[N:9]2)=[CH:6][CH:7]=1. (3) Given the reactants Cl.Cl.Cl.[CH:4]([N:17]1[CH2:20][CH:19]([NH:21][NH2:22])[CH2:18]1)([C:11]1[CH:16]=[CH:15][CH:14]=[CH:13][CH:12]=1)[C:5]1[CH:10]=[CH:9][CH:8]=[CH:7][CH:6]=1.C(O[CH:26]=[C:27]([C:30]#[N:31])[C:28]#[N:29])C.C(N(CC)CC)C.[OH:39]S(O)(=O)=O.N, predict the reaction product. The product is: [NH2:29][C:28]1[N:21]([CH:19]2[CH2:18][N:17]([CH:4]([C:11]3[CH:16]=[CH:15][CH:14]=[CH:13][CH:12]=3)[C:5]3[CH:10]=[CH:9][CH:8]=[CH:7][CH:6]=3)[CH2:20]2)[N:22]=[CH:26][C:27]=1[C:30]([NH2:31])=[O:39].